Dataset: NCI-60 drug combinations with 297,098 pairs across 59 cell lines. Task: Regression. Given two drug SMILES strings and cell line genomic features, predict the synergy score measuring deviation from expected non-interaction effect. (1) Drug 1: C1=CC(=C2C(=C1NCCNCCO)C(=O)C3=C(C=CC(=C3C2=O)O)O)NCCNCCO. Drug 2: CN(CCCl)CCCl.Cl. Cell line: HCT116. Synergy scores: CSS=59.5, Synergy_ZIP=-1.54, Synergy_Bliss=-0.784, Synergy_Loewe=-3.58, Synergy_HSA=2.55. (2) Drug 1: CC12CCC(CC1=CCC3C2CCC4(C3CC=C4C5=CN=CC=C5)C)O. Drug 2: CN1C(=O)N2C=NC(=C2N=N1)C(=O)N. Cell line: UO-31. Synergy scores: CSS=-1.60, Synergy_ZIP=0.634, Synergy_Bliss=-11.2, Synergy_Loewe=-24.6, Synergy_HSA=-11.6. (3) Drug 2: C1C(C(OC1N2C=NC(=NC2=O)N)CO)O. Drug 1: C1=CN(C=N1)CC(O)(P(=O)(O)O)P(=O)(O)O. Synergy scores: CSS=14.9, Synergy_ZIP=-0.979, Synergy_Bliss=0.688, Synergy_Loewe=-3.35, Synergy_HSA=1.96. Cell line: ACHN. (4) Drug 1: CCC1=CC2CC(C3=C(CN(C2)C1)C4=CC=CC=C4N3)(C5=C(C=C6C(=C5)C78CCN9C7C(C=CC9)(C(C(C8N6C)(C(=O)OC)O)OC(=O)C)CC)OC)C(=O)OC.C(C(C(=O)O)O)(C(=O)O)O. Drug 2: CCC1(CC2CC(C3=C(CCN(C2)C1)C4=CC=CC=C4N3)(C5=C(C=C6C(=C5)C78CCN9C7C(C=CC9)(C(C(C8N6C)(C(=O)OC)O)OC(=O)C)CC)OC)C(=O)OC)O.OS(=O)(=O)O. Cell line: SK-MEL-28. Synergy scores: CSS=46.0, Synergy_ZIP=1.73, Synergy_Bliss=5.46, Synergy_Loewe=5.72, Synergy_HSA=7.05. (5) Drug 1: CC12CCC3C(C1CCC2=O)CC(=C)C4=CC(=O)C=CC34C. Drug 2: N.N.Cl[Pt+2]Cl. Cell line: SR. Synergy scores: CSS=28.6, Synergy_ZIP=-1.31, Synergy_Bliss=-0.345, Synergy_Loewe=-1.16, Synergy_HSA=0.709. (6) Drug 1: CC1=CC=C(C=C1)C2=CC(=NN2C3=CC=C(C=C3)S(=O)(=O)N)C(F)(F)F. Drug 2: C(=O)(N)NO. Cell line: NCIH23. Synergy scores: CSS=1.26, Synergy_ZIP=1.23, Synergy_Bliss=3.90, Synergy_Loewe=-1.34, Synergy_HSA=-0.374. (7) Drug 1: CCC1=C2CN3C(=CC4=C(C3=O)COC(=O)C4(CC)O)C2=NC5=C1C=C(C=C5)O. Drug 2: CC1CCC2CC(C(=CC=CC=CC(CC(C(=O)C(C(C(=CC(C(=O)CC(OC(=O)C3CCCCN3C(=O)C(=O)C1(O2)O)C(C)CC4CCC(C(C4)OC)OCCO)C)C)O)OC)C)C)C)OC. Cell line: U251. Synergy scores: CSS=20.1, Synergy_ZIP=2.30, Synergy_Bliss=2.43, Synergy_Loewe=-38.4, Synergy_HSA=-3.98.